From a dataset of Reaction yield outcomes from USPTO patents with 853,638 reactions. Predict the reaction yield, written as a fraction of the theoretical maximum amount of product (1.0 means a 100% yield; for example, 0.34 means a 34% yield). (1) The reactants are [NH:1]1[C:5]2[CH:6]=[CH:7][C:8]([C:10]([OH:12])=O)=[CH:9][C:4]=2[N:3]=[CH:2]1.[CH2:13]1[C@H:22]2[C@H:17]([CH2:18][CH2:19][C:20]3[CH:26]=[CH:25][C:24]([C:27]#[N:28])=[CH:23][C:21]=32)[NH:16][CH2:15][CH2:14]1. No catalyst specified. The product is [NH:1]1[C:5]2[CH:6]=[CH:7][C:8]([C:10]([N:16]3[C@@H:17]4[C@@H:22]([C:21]5[CH:23]=[C:24]([C:27]#[N:28])[CH:25]=[CH:26][C:20]=5[CH2:19][CH2:18]4)[CH2:13][CH2:14][CH2:15]3)=[O:12])=[CH:9][C:4]=2[N:3]=[CH:2]1. The yield is 0.640. (2) The reactants are [H-].[Na+].C[C:4]1[CH:8]=[C:7](C)[NH:6][N:5]=1.CN(C)C=O.[CH2:15]([N:22]1[C:30]2[C:25](=[N:26][C:27](Cl)=[N:28][C:29]=2[NH:31][CH:32]2[CH2:37][CH2:36][CH2:35][CH2:34][CH2:33]2)[N:24]=[CH:23]1)[C:16]1[CH:21]=[CH:20][CH:19]=[CH:18][CH:17]=1. The catalyst is O. The product is [CH2:15]([N:22]1[C:30]2[C:25](=[N:26][C:27]([N:5]3[CH:4]=[CH:8][CH:7]=[N:6]3)=[N:28][C:29]=2[NH:31][CH:32]2[CH2:33][CH2:34][CH2:35][CH2:36][CH2:37]2)[N:24]=[CH:23]1)[C:16]1[CH:17]=[CH:18][CH:19]=[CH:20][CH:21]=1. The yield is 0.0900.